The task is: Predict the reactants needed to synthesize the given product.. This data is from Full USPTO retrosynthesis dataset with 1.9M reactions from patents (1976-2016). (1) Given the product [CH2:1]([NH:3][C:4]([C:6]1[CH:11]=[C:10]([S:12]([CH3:13])(=[O:33])=[O:26])[N:9]=[C:8]([O:14][C@H:15]([CH3:19])[CH2:16][O:17][CH3:18])[N:7]=1)=[O:5])[CH3:2], predict the reactants needed to synthesize it. The reactants are: [CH2:1]([NH:3][C:4]([C:6]1[CH:11]=[C:10]([S:12][CH3:13])[N:9]=[C:8]([O:14][C@H:15]([CH3:19])[CH2:16][O:17][CH3:18])[N:7]=1)=[O:5])[CH3:2].OOS([O-])=O.[K+].[OH2:26].C1COCC1.C[OH:33].O. (2) Given the product [O:36]1[CH2:35][CH2:23][CH:14]([CH2:12][NH:11][C:3]([C:5]2[C:10]([NH:11][C:12]([C:14]3[C:23]4[C:18](=[CH:19][CH:20]=[CH:21][CH:22]=4)[C:17]([CH2:24][N:25]4[CH:29]=[CH:28][N:27]=[N:26]4)=[CH:16][CH:15]=3)=[O:13])=[CH:9][CH:8]=[C:7]([O:30][CH3:31])[N:6]=2)=[O:4])[CH2:15][CH2:16]1, predict the reactants needed to synthesize it. The reactants are: CO[C:3]([C:5]1[C:10]([NH:11][C:12]([C:14]2[C:23]3[C:18](=[CH:19][CH:20]=[CH:21][CH:22]=3)[C:17]([CH2:24][N:25]3[CH:29]=[CH:28][N:27]=[N:26]3)=[CH:16][CH:15]=2)=[O:13])=[CH:9][CH:8]=[C:7]([O:30][CH3:31])[N:6]=1)=[O:4].CN([CH:35]=[O:36])C. (3) Given the product [Cl:9][C:5]1[N:4]=[N:3][C:2]([NH2:17])=[C:7]([CH3:8])[CH:6]=1, predict the reactants needed to synthesize it. The reactants are: Cl[C:2]1[N:3]=[N:4][C:5]([Cl:9])=[CH:6][C:7]=1[CH3:8].[OH-].[NH4+].ClC1N=[N:17]C(N)=CC=1C. (4) Given the product [O:20]=[C:5]1[NH:6][CH:7]=[CH:8][N:9]([S:10]([C:13]2[CH:18]=[CH:17][C:16]([CH3:19])=[CH:15][CH:14]=2)(=[O:12])=[O:11])[C@@H:4]1[CH2:1][C:2]1[N:23]=[N:22][N:21]([C@@H:24]2[CH2:33][CH2:32][CH2:31][C:30]3[CH:29]=[C:28]([CH:34]=[O:35])[CH:27]=[CH:26][C:25]2=3)[CH:3]=1, predict the reactants needed to synthesize it. The reactants are: [CH2:1]([C@H:4]1[N:9]([S:10]([C:13]2[CH:18]=[CH:17][C:16]([CH3:19])=[CH:15][CH:14]=2)(=[O:12])=[O:11])[CH:8]=[CH:7][NH:6][C:5]1=[O:20])[C:2]#[CH:3].[N:21]([C@@H:24]1[CH2:33][CH2:32][CH2:31][C:30]2[CH:29]=[C:28]([CH:34]=[O:35])[CH:27]=[CH:26][C:25]1=2)=[N+:22]=[N-:23].O=C1O[C@H]([C@H](CO)O)C([O-])=C1O.[Na+].